This data is from Catalyst prediction with 721,799 reactions and 888 catalyst types from USPTO. The task is: Predict which catalyst facilitates the given reaction. Reactant: [CH3:1][O:2][C:3]1[CH:4]=[C:5]2[C:10](=[CH:11][C:12]=1[O:13][CH3:14])[N:9]=[CH:8][N:7]=[C:6]2[O:15][C:16]1[CH:22]=[CH:21][C:19]([NH2:20])=[CH:18][CH:17]=1.C(N(CC)CC)C.ClC(Cl)(O[C:34](=[O:40])OC(Cl)(Cl)Cl)Cl.[NH2:42][C:43]1[S:44][CH:45]=[CH:46][N:47]=1. Product: [CH3:1][O:2][C:3]1[CH:4]=[C:5]2[C:10](=[CH:11][C:12]=1[O:13][CH3:14])[N:9]=[CH:8][N:7]=[C:6]2[O:15][C:16]1[CH:22]=[CH:21][C:19]([NH:20][C:34]([NH:42][C:43]2[S:44][CH:45]=[CH:46][N:47]=2)=[O:40])=[CH:18][CH:17]=1. The catalyst class is: 146.